Dataset: Reaction yield outcomes from USPTO patents with 853,638 reactions. Task: Predict the reaction yield, written as a fraction of the theoretical maximum amount of product (1.0 means a 100% yield; for example, 0.34 means a 34% yield). (1) The reactants are [CH:1]1([CH2:7][CH:8]([C:11]2[C:19]3[C:14](=[CH:15][C:16]([O:20]C)=[CH:17][CH:18]=3)[NH:13][N:12]=2)[C:9]#[N:10])[CH2:6][CH2:5][CH2:4][CH2:3][CH2:2]1.B(Br)(Br)Br.C(Cl)Cl.C([O-])(O)=O.[Na+]. The catalyst is C(Cl)Cl. The product is [CH:1]1([CH2:7][CH:8]([C:11]2[C:19]3[C:14](=[CH:15][C:16]([OH:20])=[CH:17][CH:18]=3)[NH:13][N:12]=2)[C:9]#[N:10])[CH2:6][CH2:5][CH2:4][CH2:3][CH2:2]1. The yield is 0.510. (2) The reactants are [NH2:1][C:2]1[CH:3]=[CH:4][C:5]([N:8]2[CH2:13][CH2:12][N:11]([C:14]([O:16][C:17]([CH3:20])([CH3:19])[CH3:18])=[O:15])[CH2:10][CH2:9]2)=[N:6][CH:7]=1.Br[C:22]1[C:23](=[O:30])[N:24]([CH3:29])[CH:25]=[C:26]([Br:28])[N:27]=1.C(N(C(C)C)C(C)C)C. The catalyst is CC(O)C. The product is [Br:28][C:26]1[N:27]=[C:22]([NH:1][C:2]2[CH:3]=[CH:4][C:5]([N:8]3[CH2:13][CH2:12][N:11]([C:14]([O:16][C:17]([CH3:20])([CH3:19])[CH3:18])=[O:15])[CH2:10][CH2:9]3)=[N:6][CH:7]=2)[C:23](=[O:30])[N:24]([CH3:29])[CH:25]=1. The yield is 0.450. (3) The yield is 0.600. The catalyst is O1CCCC1. The reactants are [C:1](=[N:8][NH:9][C:10]([NH2:12])=S)([C:3]1[CH:7]=[CH:6][S:5][CH:4]=1)[CH3:2].C([N-]C(C)C)(C)C.[Li+].Cl. The product is [NH2:12][C:10]1[NH:9][N:8]=[C:1]([C:3]2[CH:7]=[CH:6][S:5][CH:4]=2)[CH:2]=1. (4) The reactants are [CH:1]1([C:4]2[O:5][C:6]3[C:7](=[C:9]([C:23]#[N:24])[C:10]([CH3:22])=[C:11]([C:14]4[CH:19]=[CH:18][CH:17]=[C:16]([F:20])[C:15]=4[F:21])[C:12]=3F)[N:8]=2)[CH2:3][CH2:2]1.C(N(CC)CC)C.[CH3:32][N:33]([CH3:39])[C@H:34]1[CH2:38][CH2:37][NH:36][CH2:35]1.C(=O)([O-])O.[Na+]. The catalyst is CS(C)=O.C(OCC)(=O)C. The product is [CH:1]1([C:4]2[O:5][C:6]3[C:7](=[C:9]([C:23]#[N:24])[C:10]([CH3:22])=[C:11]([C:14]4[CH:19]=[CH:18][CH:17]=[C:16]([F:20])[C:15]=4[F:21])[C:12]=3[N:36]3[CH2:37][CH2:38][C@H:34]([N:33]([CH3:39])[CH3:32])[CH2:35]3)[N:8]=2)[CH2:3][CH2:2]1. The yield is 0.850.